Predict the reaction yield, written as a fraction of the theoretical maximum amount of product (1.0 means a 100% yield; for example, 0.34 means a 34% yield). From a dataset of Reaction yield outcomes from USPTO patents with 853,638 reactions. (1) The reactants are C1(=O)OCCCCC1.[CH2:9](Br)[C:10]1[CH:15]=[CH:14][CH:13]=[CH:12][CH:11]=1.[OH-].[K+].Cl.[OH:20][CH2:21][CH2:22][CH2:23][CH2:24][CH2:25][C:26]([OH:28])=[O:27].[OH-].[Na+]. The catalyst is C1(C)C=CC=CC=1.CO. The product is [CH2:9]([O:20][CH2:21][CH2:22][CH2:23][CH2:24][CH2:25][C:26]([OH:28])=[O:27])[C:10]1[CH:15]=[CH:14][CH:13]=[CH:12][CH:11]=1. The yield is 0.720. (2) The reactants are C([O:4][C:5]1[CH:13]=[CH:12][C:11]([Cl:14])=[CH:10][C:6]=1[C:7]([OH:9])=O)(=O)C.[NH2:15][C@@H:16]([CH2:34][CH:35]([CH3:37])[CH3:36])[C:17]([NH:19][C:20]1[CH:25]=[C:24]([C:26]([F:29])([F:28])[F:27])[CH:23]=[C:22]([C:30]([F:33])([F:32])[F:31])[CH:21]=1)=[O:18]. No catalyst specified. The product is [Cl:14][C:11]1[CH:12]=[CH:13][C:5]([OH:4])=[C:6]([CH:10]=1)[C:7]([NH:15][C@H:16]([C:17](=[O:18])[NH:19][C:20]1[CH:25]=[C:24]([C:26]([F:28])([F:29])[F:27])[CH:23]=[C:22]([C:30]([F:31])([F:32])[F:33])[CH:21]=1)[CH2:34][CH:35]([CH3:36])[CH3:37])=[O:9]. The yield is 0.248. (3) The reactants are [CH3:1][O:2][C:3]1[CH:4]=[C:5]2[C:10](=[CH:11][C:12]=1[O:13][CH3:14])[N:9]=[CH:8][CH:7]=[C:6]2[O:15][C:16]1[C:22]([CH3:23])=[CH:21][C:19]([NH2:20])=[C:18]([CH3:24])[CH:17]=1.C(N(CC)CC)C.ClC(Cl)(O[C:36](=[O:42])OC(Cl)(Cl)Cl)Cl.[S:44]1[CH:48]=[CH:47][N:46]=[C:45]1[C@H:49]([NH2:51])[CH3:50]. The product is [CH3:1][O:2][C:3]1[CH:4]=[C:5]2[C:10](=[CH:11][C:12]=1[O:13][CH3:14])[N:9]=[CH:8][CH:7]=[C:6]2[O:15][C:16]1[C:22]([CH3:23])=[CH:21][C:19]([NH:20][C:36]([NH:51][C@@H:49]([C:45]2[S:44][CH:48]=[CH:47][N:46]=2)[CH3:50])=[O:42])=[C:18]([CH3:24])[CH:17]=1. The yield is 0.680. The catalyst is C(Cl)(Cl)Cl. (4) The reactants are C(N(C(C)C)CC)(C)C.ClC(OC1C=CC([N+]([O-])=O)=CC=1)=O.[NH2:23][C@H:24]([CH2:44][C:45]1[CH:50]=[CH:49][C:48]([O:51][CH3:52])=[CH:47][CH:46]=1)[C:25]([N:27]1[CH2:32][CH2:31][C:30]([C:39](=[O:43])CCC)([CH:33]2[CH2:38][CH2:37][CH2:36][CH2:35][CH2:34]2)[CH2:29][CH2:28]1)=[O:26].F[C:54](F)(F)[C:55]([OH:57])=O.FC(F)(F)[C:62]([OH:64])=O.[NH:67]1[CH:71]=[C:70]([CH2:72][CH2:73][CH2:74][CH2:75][CH2:76][NH2:77])[N:69]=[CH:68]1. The catalyst is C(Cl)Cl.CN(C=O)C.O. The product is [CH:33]1([C:30]2([C:39]([O:57][CH2:55][CH3:54])=[O:43])[CH2:31][CH2:32][N:27]([C:25](=[O:26])[C@H:24]([NH:23][C:62]([NH:77][CH2:76][CH2:75][CH2:74][CH2:73][CH2:72][C:70]3[N:69]=[CH:68][NH:67][CH:71]=3)=[O:64])[CH2:44][C:45]3[CH:46]=[CH:47][C:48]([O:51][CH3:52])=[CH:49][CH:50]=3)[CH2:28][CH2:29]2)[CH2:34][CH2:35][CH2:36][CH2:37][CH2:38]1. The yield is 0.100. (5) The reactants are [Cl:1][C:2]1[CH:3]=[CH:4][C:5]([O:23][CH3:24])=[C:6]([CH:22]=1)[C:7]([NH:9][CH2:10][CH2:11][CH:12]1[CH2:17][CH2:16][N:15]([S:18]([NH2:21])(=[O:20])=[O:19])[CH2:14][CH2:13]1)=[O:8].C(=O)([O-])[O-].[Cs+].[Cs+].[CH:31]([N:34]=[C:35]=[S:36])([CH3:33])[CH3:32]. The catalyst is CN1CCCC1=O. The product is [Cl:1][C:2]1[CH:3]=[CH:4][C:5]([O:23][CH3:24])=[C:6]([CH:22]=1)[C:7]([NH:9][CH2:10][CH2:11][CH:12]1[CH2:17][CH2:16][N:15]([S:18]([NH:21][C:35]([NH:34][CH:31]([CH3:33])[CH3:32])=[S:36])(=[O:20])=[O:19])[CH2:14][CH2:13]1)=[O:8]. The yield is 0.600. (6) The reactants are [CH2:1]([O:8][CH:9]1[CH:13]([NH:14][C:15]([CH:17]2[CH2:21][CH2:20][CH2:19][N:18]2[C:22](=[O:36])[CH:23]([NH:25][C:26](=[O:35])[C:27]2[CH:32]=[CH:31][C:30]([NH2:33])=[C:29]([Cl:34])[CH:28]=2)[CH3:24])=[O:16])[CH2:12][C:11](=[O:37])[O:10]1)[C:2]1[CH:7]=[CH:6][CH:5]=[CH:4][CH:3]=1.[C:38](Cl)(=[O:43])[C:39]([CH3:42])([CH3:41])[CH3:40]. No catalyst specified. The product is [CH2:1]([O:8][CH:9]1[CH:13]([NH:14][C:15]([CH:17]2[CH2:21][CH2:20][CH2:19][N:18]2[C:22](=[O:36])[CH:23]([NH:25][C:26](=[O:35])[C:27]2[CH:32]=[CH:31][C:30]([NH:33][C:38](=[O:43])[C:39]([CH3:42])([CH3:41])[CH3:40])=[C:29]([Cl:34])[CH:28]=2)[CH3:24])=[O:16])[CH2:12][C:11](=[O:37])[O:10]1)[C:2]1[CH:3]=[CH:4][CH:5]=[CH:6][CH:7]=1. The yield is 0.850.